From a dataset of Catalyst prediction with 721,799 reactions and 888 catalyst types from USPTO. Predict which catalyst facilitates the given reaction. (1) Reactant: Cl.[C:2]1([C:20]2[CH:25]=[CH:24][CH:23]=[CH:22][CH:21]=2)[CH:7]=[CH:6][C:5]([NH:8][C:9](=[O:19])[CH2:10][C:11](=[O:18])[N:12]2[CH2:17][CH2:16][NH:15][CH2:14][CH2:13]2)=[CH:4][CH:3]=1.C([O-])([O-])=O.[K+].[K+].Br[CH2:33][C:34]1[CH:39]=[CH:38][CH:37]=[CH:36][C:35]=1[C:40]([F:43])([F:42])[F:41]. Product: [C:2]1([C:20]2[CH:25]=[CH:24][CH:23]=[CH:22][CH:21]=2)[CH:3]=[CH:4][C:5]([NH:8][C:9](=[O:19])[CH2:10][C:11](=[O:18])[N:12]2[CH2:13][CH2:14][N:15]([CH2:33][C:34]3[CH:39]=[CH:38][CH:37]=[CH:36][C:35]=3[C:40]([F:41])([F:42])[F:43])[CH2:16][CH2:17]2)=[CH:6][CH:7]=1. The catalyst class is: 18. (2) Reactant: [Li+].[OH-].Br[C:4]1[C:12]2[S:11][CH:10]=[C:9]([CH:13]([C:35]3[CH:40]=[CH:39][C:38]([Cl:41])=[CH:37][CH:36]=3)[C@@H:14]([C:19]3[CH:34]=[CH:33][C:22]([C:23]([NH:25][CH2:26][CH2:27][C:28]([O:30]CC)=[O:29])=[O:24])=[CH:21][CH:20]=3)[CH2:15][CH2:16][CH2:17][CH3:18])[C:8]=2[CH:7]=[C:6]([F:42])[CH:5]=1.[CH3:43][N:44]1[C:48](B2OC(C)(C)C(C)(C)O2)=[CH:47][CH:46]=[N:45]1. Product: [Cl:41][C:38]1[CH:39]=[CH:40][C:35]([CH:13]([C:9]2[C:8]3[CH:7]=[C:6]([F:42])[CH:5]=[C:4]([C:48]4[N:44]([CH3:43])[N:45]=[CH:46][CH:47]=4)[C:12]=3[S:11][CH:10]=2)[C@@H:14]([C:19]2[CH:34]=[CH:33][C:22]([C:23]([NH:25][CH2:26][CH2:27][C:28]([OH:30])=[O:29])=[O:24])=[CH:21][CH:20]=2)[CH2:15][CH2:16][CH2:17][CH3:18])=[CH:36][CH:37]=1. The catalyst class is: 294. (3) Reactant: [S:1]1[CH:5]=[CH:4][C:3]2[S:6][CH:7]=[CH:8][C:2]1=2.[Li]CCCC.C(O[B:18]1[O:22][C:21]([CH3:24])([CH3:23])[C:20]([CH3:26])([CH3:25])[O:19]1)(C)C. Product: [CH3:25][C:20]1([CH3:26])[C:21]([CH3:24])([CH3:23])[O:22][B:18]([C:5]2[S:1][C:2]3[CH:8]=[CH:7][S:6][C:3]=3[CH:4]=2)[O:19]1. The catalyst class is: 1.